From a dataset of Tyrosyl-DNA phosphodiesterase HTS with 341,365 compounds. Binary Classification. Given a drug SMILES string, predict its activity (active/inactive) in a high-throughput screening assay against a specified biological target. The compound is Fc1c(CNC(=O)C2CCCN(C2)c2nc(cc(OCC)n2)C)cccc1. The result is 0 (inactive).